From a dataset of Full USPTO retrosynthesis dataset with 1.9M reactions from patents (1976-2016). Predict the reactants needed to synthesize the given product. (1) Given the product [NH2:1][C:2]1[C:11]2[N:10]=[CH:9][C:8]([CH2:12][CH2:13][C:14]3[CH:19]=[CH:18][C:17]([O:20][CH2:34][CH2:35][O:36][CH2:37][CH2:38][C:39]([P:42]([O:43][CH2:44][CH3:45])([O:46][CH2:47][CH3:48])=[O:49])([F:40])[F:41])=[CH:16][C:15]=3[CH3:21])=[CH:7][C:6]=2[C:5]2[CH:22]=[CH:23][C:24]([CH2:26][CH2:27][C:28]([O:30][CH2:31][CH3:32])=[O:29])=[CH:25][C:4]=2[N:3]=1, predict the reactants needed to synthesize it. The reactants are: [NH2:1][C:2]1[C:11]2[N:10]=[CH:9][C:8]([CH2:12][CH2:13][C:14]3[CH:19]=[CH:18][C:17]([OH:20])=[CH:16][C:15]=3[CH3:21])=[CH:7][C:6]=2[C:5]2[CH:22]=[CH:23][C:24]([CH2:26][CH2:27][C:28]([O:30][CH2:31][CH3:32])=[O:29])=[CH:25][C:4]=2[N:3]=1.Br[CH2:34][CH2:35][O:36][CH2:37][CH2:38][C:39]([P:42](=[O:49])([O:46][CH2:47][CH3:48])[O:43][CH2:44][CH3:45])([F:41])[F:40].C(=O)([O-])[O-].[Cs+].[Cs+].C(Cl)Cl. (2) Given the product [F:19][C:20]1[C:21]([B:5]2[O:6][C:7]([CH3:12])([CH3:13])[C:8]([CH3:10])([CH3:11])[O:9]2)=[C:22]([F:29])[C:23]2[O:27][CH2:26][CH2:25][C:24]=2[CH:28]=1, predict the reactants needed to synthesize it. The reactants are: C(O[B:5]1[O:9][C:8]([CH3:11])([CH3:10])[C:7]([CH3:13])([CH3:12])[O:6]1)(C)C.C([Li])CCC.[F:19][C:20]1[CH:21]=[C:22]([F:29])[C:23]2[O:27][CH2:26][CH2:25][C:24]=2[CH:28]=1.